The task is: Predict the product of the given reaction.. This data is from Forward reaction prediction with 1.9M reactions from USPTO patents (1976-2016). Given the reactants C([O:8][C:9]1[CH:14]=[CH:13][C:12]([CH2:15][C@H:16]([NH:21]C(OCC2C=CC=CC=2)=O)[C:17]([O:19][CH3:20])=[O:18])=[CH:11][C:10]=1[O:32][C:33]([N:35]1[CH2:39][CH2:38][CH2:37][CH2:36]1)=[O:34])C1C=CC=CC=1.C([Cl:47])C1C=CC=CC=1, predict the reaction product. The product is: [Cl-:47].[OH:8][C:9]1[CH:14]=[CH:13][C:12]([CH2:15][C@H:16]([NH3+:21])[C:17]([O:19][CH3:20])=[O:18])=[CH:11][C:10]=1[O:32][C:33]([N:35]1[CH2:36][CH2:37][CH2:38][CH2:39]1)=[O:34].